Task: Predict the product of the given reaction.. Dataset: Forward reaction prediction with 1.9M reactions from USPTO patents (1976-2016) The product is: [CH3:6][N:4]([CH3:5])/[CH:3]=[CH:26]/[C:25]([C:22]1[CH:23]=[CH:24][C:19]([C:17]2[N:18]=[C:13]3[CH:12]=[CH:11][C:10]([I:9])=[CH:15][N:14]3[CH:16]=2)=[CH:20][CH:21]=1)=[O:31]. Given the reactants CO[CH:3](OC)[N:4]([CH3:6])[CH3:5].[I:9][C:10]1[CH:11]=[CH:12][C:13]2[N:14]([CH:16]=[C:17]([C:19]3[CH:24]=[CH:23][C:22]([CH2:25][CH:26]=O)=[CH:21][CH:20]=3)[N:18]=2)[CH:15]=1.CN(C)C=[O:31], predict the reaction product.